This data is from Catalyst prediction with 721,799 reactions and 888 catalyst types from USPTO. The task is: Predict which catalyst facilitates the given reaction. (1) Reactant: [OH:1][CH2:2][CH:3]1[CH2:9][O:8][CH2:7][CH2:6][N:5]([C:10]([O:12][C:13]([CH3:16])([CH3:15])[CH3:14])=[O:11])[CH2:4]1.CC(OI1(OC(C)=O)(OC(C)=O)OC(=O)C2C=CC=CC1=2)=O. Product: [CH:2]([CH:3]1[CH2:9][O:8][CH2:7][CH2:6][N:5]([C:10]([O:12][C:13]([CH3:16])([CH3:15])[CH3:14])=[O:11])[CH2:4]1)=[O:1]. The catalyst class is: 4. (2) Reactant: C([Li])CCC.[CH2:6]([O:13][C:14]1[CH:19]=[CH:18][C:17](Br)=[CH:16][N:15]=1)[C:7]1[CH:12]=[CH:11][CH:10]=[CH:9][CH:8]=1.CN(C)[CH:23]=[O:24]. The catalyst class is: 1. Product: [CH2:6]([O:13][C:14]1[CH:19]=[CH:18][C:17]([CH:23]=[O:24])=[CH:16][N:15]=1)[C:7]1[CH:12]=[CH:11][CH:10]=[CH:9][CH:8]=1. (3) Reactant: [O:1]1[CH:5]=[CH:4][CH:3]=[C:2]1[C:6](=[O:12])[C:7]([O:9][CH2:10][CH3:11])=[O:8].[BH4-].[Na+].C(O)(=O)C. Product: [O:1]1[CH:5]=[CH:4][CH:3]=[C:2]1[CH:6]([OH:12])[C:7]([O:9][CH2:10][CH3:11])=[O:8]. The catalyst class is: 40. (4) Reactant: [Cl-].[CH3:2][N:3]([CH3:40])[C:4]1[CH:5]=[C:6]2[C:15](=[CH:16][CH:17]=1)[C:14]([C:18]1[CH:23]=[C:22]([O:24][CH3:25])[C:21]([N:26]([CH2:34][CH3:35])[CH2:27][CH2:28][CH2:29][C:30]([O:32]C)=[O:31])=[CH:20][C:19]=1[OH:36])=[C:13]1[C:8](=[CH:9][C:10](=[N+:37]([CH3:39])[CH3:38])[CH:11]=[CH:12]1)[O:7]2.[OH-].[K+]. Product: [CH3:40][N:3]([CH3:2])[C:4]1[CH:5]=[C:6]2[C:15](=[CH:16][CH:17]=1)[C:14]([C:18]1[C:19]([OH:36])=[CH:20][C:21]([N:26]([CH2:34][CH3:35])[CH2:27][CH2:28][CH2:29][C:30]([O-:32])=[O:31])=[C:22]([O:24][CH3:25])[CH:23]=1)=[C:13]1[C:8](=[CH:9][C:10](=[N+:37]([CH3:39])[CH3:38])[CH:11]=[CH:12]1)[O:7]2. The catalyst class is: 15. (5) Reactant: Cl[C:2]1[C:3]([O:16][CH2:17][C@H:18]2[CH2:23][CH2:22][C@H:21]([CH3:24])[CH2:20][CH2:19]2)=[CH:4][C:5]([F:15])=[C:6]([CH:14]=1)[C:7]([O:9][C:10]([CH3:13])([CH3:12])[CH3:11])=[O:8].[CH:25]1(B(O)O)[CH2:27][CH2:26]1.P([O-])([O-])([O-])=O.[K+].[K+].[K+].F[B-](F)(F)F.C1(P(C2CCCCC2)C2CCCCC2)CCCCC1. Product: [CH:25]1([C:2]2[C:3]([O:16][CH2:17][C@H:18]3[CH2:23][CH2:22][C@H:21]([CH3:24])[CH2:20][CH2:19]3)=[CH:4][C:5]([F:15])=[C:6]([CH:14]=2)[C:7]([O:9][C:10]([CH3:13])([CH3:12])[CH3:11])=[O:8])[CH2:27][CH2:26]1. The catalyst class is: 498.